From a dataset of Full USPTO retrosynthesis dataset with 1.9M reactions from patents (1976-2016). Predict the reactants needed to synthesize the given product. (1) Given the product [CH3:26][C@H:25]1[NH:27][C@@H:1]([C:3]2[CH:8]=[CH:7][C:6](/[CH:9]=[CH:10]/[C:11]([O:13][CH3:14])=[O:12])=[CH:5][CH:4]=2)[C:16]2[NH:15][C:23]3[C:18]([C:17]=2[CH2:24]1)=[CH:19][CH:20]=[CH:21][CH:22]=3, predict the reactants needed to synthesize it. The reactants are: [CH:1]([C:3]1[CH:8]=[CH:7][C:6](/[CH:9]=[CH:10]/[C:11]([O:13][CH3:14])=[O:12])=[CH:5][CH:4]=1)=O.[NH:15]1[C:23]2[C:18](=[CH:19][CH:20]=[CH:21][CH:22]=2)[C:17]([CH2:24][C@H:25]([NH2:27])[CH3:26])=[CH:16]1. (2) Given the product [F:40][C:39]([F:42])([F:41])[S:36]([O:1][C:2]1[CH:9]=[C:8]([O:10][CH3:11])[C:7]([C:12]2[N:13]=[N:14][C:15]([O:18][CH:19]3[CH2:24][C:23]([CH3:26])([CH3:25])[NH:22][C:21]([CH3:28])([CH3:27])[CH2:20]3)=[CH:16][CH:17]=2)=[CH:6][C:3]=1[CH:4]=[O:5])(=[O:38])=[O:37], predict the reactants needed to synthesize it. The reactants are: [OH:1][C:2]1[CH:9]=[C:8]([O:10][CH3:11])[C:7]([C:12]2[N:13]=[N:14][C:15]([O:18][CH:19]3[CH2:24][C:23]([CH3:26])([CH3:25])[NH:22][C:21]([CH3:28])([CH3:27])[CH2:20]3)=[CH:16][CH:17]=2)=[CH:6][C:3]=1[CH:4]=[O:5].C1C=CC(N([S:36]([C:39]([F:42])([F:41])[F:40])(=[O:38])=[O:37])[S:36]([C:39]([F:42])([F:41])[F:40])(=[O:38])=[O:37])=CC=1.C(N(CC)CC)C. (3) The reactants are: C(OC([N:8]1[C@@H:12]([C:13]([O:15][C:16]2[CH:21]=[CH:20][C:19]([C:22](=[O:24])[CH3:23])=[CH:18][CH:17]=2)=[O:14])[CH2:11][O:10]C1(C)C)=O)(C)(C)C.[F:27][C:28]([F:33])([F:32])[C:29]([OH:31])=[O:30]. Given the product [F:27][C:28]([F:33])([F:32])[C:29]([OH:31])=[O:30].[NH2:8][C@H:12]([CH2:11][OH:10])[C:13]([O:15][C:16]1[CH:21]=[CH:20][C:19]([C:22](=[O:24])[CH3:23])=[CH:18][CH:17]=1)=[O:14], predict the reactants needed to synthesize it. (4) Given the product [CH3:1][C:2]1[CH:15]=[C:14]([N+:16]([O-:18])=[O:17])[CH:13]=[CH:12][C:3]=1[O:4][C:5]1[CH:10]=[CH:9][CH:8]=[C:7]([O:11][CH2:21][C:20]([F:24])([F:23])[F:19])[CH:6]=1, predict the reactants needed to synthesize it. The reactants are: [CH3:1][C:2]1[CH:15]=[C:14]([N+:16]([O-:18])=[O:17])[CH:13]=[CH:12][C:3]=1[O:4][C:5]1[CH:6]=[C:7]([OH:11])[CH:8]=[CH:9][CH:10]=1.[F:19][C:20]([F:24])([F:23])[CH2:21]I.C(=O)([O-])[O-].[K+].[K+]. (5) The reactants are: [Cl:1][C:2]1[C:3]([C:13]#[N:14])=[CH:4][C:5]([O:11][CH3:12])=[C:6]([CH:10]=1)[C:7](O)=[O:8].B.O. Given the product [Cl:1][C:2]1[CH:10]=[C:6]([CH2:7][OH:8])[C:5]([O:11][CH3:12])=[CH:4][C:3]=1[C:13]#[N:14], predict the reactants needed to synthesize it. (6) The reactants are: CO[C:3]([C@H:5]1[N:9]2[C:10](=[O:29])[CH:11]=[C:12]([CH2:22][CH2:23][CH2:24][CH2:25][CH2:26][CH2:27][CH3:28])[C:13]([C:14]3[CH:19]=[CH:18][C:17]([F:20])=[C:16]([F:21])[CH:15]=3)=[C:8]2[S:7][CH2:6]1)=[O:4].C1(N=C=NC2CCCCC2)CCCCC1.ON1C2C=CC=CC=2N=N1.[NH2:55][CH2:56][CH2:57][C:58]#[N:59]. Given the product [C:56]([CH2:57][CH2:58][NH:59][C:3]([C@H:5]1[N:9]2[C:10](=[O:29])[CH:11]=[C:12]([CH2:22][CH2:23][CH2:24][CH2:25][CH2:26][CH2:27][CH3:28])[C:13]([C:14]3[CH:19]=[CH:18][C:17]([F:20])=[C:16]([F:21])[CH:15]=3)=[C:8]2[S:7][CH2:6]1)=[O:4])#[N:55], predict the reactants needed to synthesize it. (7) The reactants are: [C:1]([C:3]1[CH:4]=[C:5]([CH2:34][CH2:35][CH2:36][CH2:37][NH:38][C:39](=[O:58])[CH:40]([NH:50]C(=O)OC(C)(C)C)[CH2:41][NH:42]C(=O)OC(C)(C)C)[CH:6]=[C:7]([CH2:9][CH2:10][CH2:11][CH2:12][NH:13][C:14](=[O:33])[CH:15]([NH:25]C(=O)OC(C)(C)C)[CH2:16][NH:17]C(=O)OC(C)(C)C)[CH:8]=1)#[CH:2].[ClH:59]. Given the product [Cl-:59].[Cl-:59].[Cl-:59].[Cl-:59].[C:1]([C:3]1[CH:8]=[C:7]([CH2:9][CH2:10][CH2:11][CH2:12][NH:13][C:14](=[O:33])[CH:15]([NH3+:25])[CH2:16][NH3+:17])[CH:6]=[C:5]([CH2:34][CH2:35][CH2:36][CH2:37][NH:38][C:39](=[O:58])[CH:40]([NH3+:50])[CH2:41][NH3+:42])[CH:4]=1)#[CH:2], predict the reactants needed to synthesize it. (8) The reactants are: Br[C:2]1[CH:7]=[CH:6][C:5]([S:8]([NH:11][CH3:12])(=[O:10])=[O:9])=[CH:4][CH:3]=1.[B:13](OC(C)C)([O:18]C(C)C)[O:14]C(C)C.[Li]CCCC.Cl. Given the product [CH3:12][NH:11][S:8]([C:5]1[CH:6]=[CH:7][C:2]([B:13]([OH:18])[OH:14])=[CH:3][CH:4]=1)(=[O:10])=[O:9], predict the reactants needed to synthesize it. (9) Given the product [NH2:20][C:18]1[S:19][CH:2]=[C:3]([C:5]2[C:10]([CH3:11])=[CH:9][C:8]([NH:12][C:13](=[O:15])[CH3:14])=[CH:7][C:6]=2[CH3:16])[N:17]=1, predict the reactants needed to synthesize it. The reactants are: Br[CH2:2][C:3]([C:5]1[C:10]([CH3:11])=[CH:9][C:8]([NH:12][C:13](=[O:15])[CH3:14])=[CH:7][C:6]=1[CH3:16])=O.[NH2:17][C:18]([NH2:20])=[S:19].